Dataset: Forward reaction prediction with 1.9M reactions from USPTO patents (1976-2016). Task: Predict the product of the given reaction. (1) The product is: [Cl:64][C:49]1[CH:50]=[C:51]([NH:52][C:53]2[CH:58]=[CH:57][C:56]([S:59]([NH:62][CH3:63])(=[O:61])=[O:60])=[CH:55][CH:54]=2)[C:46]2[N:47]([C:43]([C:1]#[N:8])=[CH:44][N:45]=2)[N:48]=1. Given the reactants [CH2:1]([N:8]1CCCC(NC2C=C(N(CC3C=CC(OC)=CC=3)C3C=CC=CC=3)C3N(C(C#N)=CN=3)N=2)C1)C1C=CC=CC=1.Br[C:43]1[N:47]2[N:48]=[C:49]([Cl:64])[CH:50]=[C:51]([NH:52][C:53]3[CH:58]=[CH:57][C:56]([S:59]([NH:62][CH3:63])(=[O:61])=[O:60])=[CH:55][CH:54]=3)[C:46]2=[N:45][CH:44]=1, predict the reaction product. (2) The product is: [F:1][C:2]1[CH:25]=[CH:24][CH:23]=[CH:22][C:3]=1[CH2:4][C:5]1[N:9]([CH2:10][C:11]2[CH:12]=[CH:13][C:14]([O:17][CH3:18])=[CH:15][CH:16]=2)[N:8]=[CH:7][C:6]=1[C:19]([Cl:26])=[N:20][OH:21]. Given the reactants [F:1][C:2]1[CH:25]=[CH:24][CH:23]=[CH:22][C:3]=1[CH2:4][C:5]1[N:9]([CH2:10][C:11]2[CH:16]=[CH:15][C:14]([O:17][CH3:18])=[CH:13][CH:12]=2)[N:8]=[CH:7][C:6]=1[CH:19]=[N:20][OH:21].[Cl:26]N1C(=O)CCC1=O.C(OCC)(=O)C, predict the reaction product. (3) Given the reactants [C:1]1([CH2:7][CH2:8][CH2:9][CH2:10][CH2:11][C:12]([OH:14])=O)[CH:6]=[CH:5][CH:4]=[CH:3][CH:2]=1.Cl.Cl.[CH2:17]([O:24][C:25](=[O:33])[CH2:26][C@@H:27]([NH2:32])[CH2:28][N:29]([CH3:31])[CH3:30])[C:18]1[CH:23]=[CH:22][CH:21]=[CH:20][CH:19]=1, predict the reaction product. The product is: [CH2:17]([O:24][C:25](=[O:33])[CH2:26][C@@H:27]([NH:32][C:12](=[O:14])[CH2:11][CH2:10][CH2:9][CH2:8][CH2:7][C:1]1[CH:2]=[CH:3][CH:4]=[CH:5][CH:6]=1)[CH2:28][N:29]([CH3:30])[CH3:31])[C:18]1[CH:23]=[CH:22][CH:21]=[CH:20][CH:19]=1. (4) Given the reactants [CH2:1]([O:3][C:4]([C:7]1[N:8]([CH2:16][O:17][CH2:18][CH2:19][Si:20]([CH3:23])([CH3:22])[CH3:21])[CH:9]=[C:10]([C:12]([O:14]C)=[O:13])[N:11]=1)([CH3:6])[CH3:5])[CH3:2].C(OC(C1N(COCC[Si](C)(C)C)C=C(C(OCC)=O)N=1)(C)C)C, predict the reaction product. The product is: [CH2:1]([O:3][C:4]([C:7]1[N:8]([CH2:16][O:17][CH2:18][CH2:19][Si:20]([CH3:21])([CH3:22])[CH3:23])[CH:9]=[C:10]([C:12]([OH:14])=[O:13])[N:11]=1)([CH3:5])[CH3:6])[CH3:2]. (5) Given the reactants [CH3:1][C:2]1[CH:10]=[C:9]([O:11][C:12]([F:15])([F:14])[F:13])[CH:8]=[CH:7][C:3]=1[C:4](O)=[O:5].S(Cl)(Cl)=O.[NH3:20], predict the reaction product. The product is: [CH3:1][C:2]1[CH:10]=[C:9]([O:11][C:12]([F:15])([F:14])[F:13])[CH:8]=[CH:7][C:3]=1[C:4]([NH2:20])=[O:5]. (6) The product is: [CH3:1][C:2]1([C:7]2([C:10]3[CH:11]=[CH:12][C:13]([C@@:16]4([CH2:22][O:23][S:37]([C:31]5[CH:36]=[CH:35][CH:34]=[CH:33][CH:32]=5)(=[O:39])=[O:38])[O:20][C:19](=[O:21])[NH:18][CH2:17]4)=[CH:14][CH:15]=3)[CH2:9][CH2:8]2)[O:3][CH2:4][CH2:5][O:6]1. Given the reactants [CH3:1][C:2]1([C:7]2([C:10]3[CH:15]=[CH:14][C:13]([C@@:16]4([CH2:22][OH:23])[O:20][C:19](=[O:21])[NH:18][CH2:17]4)=[CH:12][CH:11]=3)[CH2:9][CH2:8]2)[O:6][CH2:5][CH2:4][O:3]1.C(N(CC)CC)C.[C:31]1([S:37](Cl)(=[O:39])=[O:38])[CH:36]=[CH:35][CH:34]=[CH:33][CH:32]=1, predict the reaction product. (7) The product is: [F:37][C:34]([F:35])([F:36])[C:33]([C:30]1[CH:31]=[CH:32][C:27]([CH2:26][N:23]2[CH2:22][CH2:21][C:20](=[CH:19][C:18]3[CH:17]=[CH:16][C:15]([NH:14][C:1]([NH:45][CH2:46][C:47]([OH:49])([CH3:50])[CH3:48])=[O:2])=[CH:44][CH:43]=3)[CH2:25][CH2:24]2)=[CH:28][CH:29]=1)([OH:42])[C:38]([F:41])([F:39])[F:40]. Given the reactants [C:1](Cl)(=O)[O:2]C1C=CC([N+]([O-])=O)=CC=1.[NH2:14][C:15]1[CH:44]=[CH:43][C:18]([CH:19]=[C:20]2[CH2:25][CH2:24][N:23]([CH2:26][C:27]3[CH:32]=[CH:31][C:30]([C:33]([OH:42])([C:38]([F:41])([F:40])[F:39])[C:34]([F:37])([F:36])[F:35])=[CH:29][CH:28]=3)[CH2:22][CH2:21]2)=[CH:17][CH:16]=1.[NH2:45][CH2:46][C:47]([CH3:50])([OH:49])[CH3:48], predict the reaction product. (8) Given the reactants [Cl:1][C:2]1[CH:3]=[C:4]2[C:8](=[CH:9][C:10]=1[Cl:11])[NH:7][C:6]([C:12]1[CH:13]=[CH:14][C:15]([O:19][CH3:20])=[C:16]([NH2:18])[CH:17]=1)=[CH:5]2.[C:21]([C:24]1[CH:25]=[C:26]([N:30]=[C:31]=[S:32])[CH:27]=[CH:28][CH:29]=1)([OH:23])=[O:22], predict the reaction product. The product is: [Cl:1][C:2]1[CH:3]=[C:4]2[C:8](=[CH:9][C:10]=1[Cl:11])[NH:7][C:6]([C:12]1[CH:13]=[CH:14][C:15]([O:19][CH3:20])=[C:16]([NH:18][C:31](=[S:32])[NH:30][C:26]3[CH:25]=[C:24]([CH:29]=[CH:28][CH:27]=3)[C:21]([OH:23])=[O:22])[CH:17]=1)=[CH:5]2.